This data is from HIV replication inhibition screening data with 41,000+ compounds from the AIDS Antiviral Screen. The task is: Binary Classification. Given a drug SMILES string, predict its activity (active/inactive) in a high-throughput screening assay against a specified biological target. The compound is C=CCn1c(C23CC4CC(CC(C4)C2)C3)n[nH]c1=S. The result is 1 (active).